Predict the reaction yield, written as a fraction of the theoretical maximum amount of product (1.0 means a 100% yield; for example, 0.34 means a 34% yield). From a dataset of Reaction yield outcomes from USPTO patents with 853,638 reactions. (1) The product is [F:28][C:27]([F:30])([F:29])[C:25]([O-:31])=[O:26].[C:22]([C:21]#[C:20][C:17]1[CH:18]=[CH:19][C:14]([NH:13][C:11](=[O:12])[CH2:10][CH2:9][CH2:8][NH3+:7])=[CH:15][CH:16]=1)#[N:23]. The catalyst is C(Cl)Cl. The yield is 0.990. The reactants are C(OC(=O)[NH:7][CH2:8][CH2:9][CH2:10][C:11]([NH:13][C:14]1[CH:19]=[CH:18][C:17]([C:20]#[C:21][C:22]#[N:23])=[CH:16][CH:15]=1)=[O:12])(C)(C)C.[C:25]([OH:31])([C:27]([F:30])([F:29])[F:28])=[O:26]. (2) The reactants are [C:1]([N:4]1[C:13]2[C:8](=[CH:9][C:10](Br)=[CH:11][CH:12]=2)[N:7]([C:15]([O:17][CH:18]2[CH2:21][CH2:20][CH2:19]2)=[O:16])[CH2:6][C@@H:5]1[CH3:22])(=[O:3])[CH3:2].C[C:24]1(C)[CH2:28][N:27](C([O-])=O)[N:26](C)[C:25]1(C)B1OCCO1.C(=O)([O-])[O-].[Cs+].[Cs+].O1CCOCC1. The catalyst is C(OCC)(=O)C.O. The product is [C:1]([N:4]1[C:13]2[C:8](=[CH:9][C:10]([C:24]3[CH:25]=[N:26][NH:27][CH:28]=3)=[CH:11][CH:12]=2)[N:7]([C:15]([O:17][CH:18]2[CH2:21][CH2:20][CH2:19]2)=[O:16])[CH2:6][C@@H:5]1[CH3:22])(=[O:3])[CH3:2]. The yield is 0.620. (3) The reactants are Cl.[F:2][C:3]1[CH:16]=[CH:15][C:6]([C:7]([CH:9]2[CH2:14][CH2:13][NH:12][CH2:11][CH2:10]2)=[O:8])=[CH:5][CH:4]=1.C(N(CC)CC)C.[F:24][C:25]1[CH:30]=[CH:29][C:28]([N:31]=[C:32]=[S:33])=[CH:27][CH:26]=1. The catalyst is C(Cl)Cl. The product is [F:24][C:25]1[CH:30]=[CH:29][C:28]([NH:31][C:32]([N:12]2[CH2:13][CH2:14][CH:9]([C:7](=[O:8])[C:6]3[CH:5]=[CH:4][C:3]([F:2])=[CH:16][CH:15]=3)[CH2:10][CH2:11]2)=[S:33])=[CH:27][CH:26]=1. The yield is 0.680. (4) The reactants are [CH2:1]([C:3]1[N:8]([CH2:9][C:10](=[O:17])[C:11]2[CH:16]=[CH:15][CH:14]=[CH:13][CH:12]=2)[C:7](=[O:18])[C:6]2[C:19]([O:28][CH:29]([CH3:31])[CH3:30])=[C:20]([C:23]([O:25][CH2:26][CH3:27])=[O:24])[N:21]([CH3:22])[C:5]=2[CH:4]=1)[CH3:2].C(=O)([O-])[O-].[K+].[K+].S(OC(C)C)(OC(C)C)(=O)=O. No catalyst specified. The product is [CH2:1]([C:3]1[N:8]([CH2:9][C:10](=[O:17])[C:11]2[CH:16]=[CH:15][CH:14]=[CH:13][CH:12]=2)[C:7](=[O:18])[C:6]2[C:19]([O:28][CH:29]([CH3:30])[CH3:31])=[C:20]([C:23]([OH:25])=[O:24])[N:21]([CH3:22])[C:5]=2[CH:4]=1)[CH3:2].[CH2:1]([C:3]1[N:8]([CH2:9][C:10](=[O:17])[C:11]2[CH:16]=[CH:15][CH:14]=[CH:13][CH:12]=2)[C:7](=[O:18])[C:6]2[C:19]([O:28][CH:29]([CH3:31])[CH3:30])=[C:20]([C:23]([O:25][CH2:26][CH3:27])=[O:24])[N:21]([CH3:22])[C:5]=2[CH:4]=1)[CH3:2]. The yield is 0.970. (5) The reactants are [CH2:1]([C:7]1[CH:8]=[C:9]([C:13]2[N:17]([CH3:18])[C:16]([C:19]([OH:21])=O)=[C:15]([I:22])[N:14]=2)[CH:10]=[CH:11][CH:12]=1)[CH2:2][CH2:3][CH2:4][CH2:5][CH3:6].ClC1N=C(OC)N=C(OC)N=1.CN1CCOCC1.[CH2:41]([N:43]([CH2:49][CH3:50])[CH:44]1[CH2:48][CH2:47][NH:46][CH2:45]1)[CH3:42]. The catalyst is CC#N. The product is [CH2:41]([N:43]([CH2:49][CH3:50])[CH:44]1[CH2:48][CH2:47][N:46]([C:19]([C:16]2[N:17]([CH3:18])[C:13]([C:9]3[CH:10]=[CH:11][CH:12]=[C:7]([CH2:1][CH2:2][CH2:3][CH2:4][CH2:5][CH3:6])[CH:8]=3)=[N:14][C:15]=2[I:22])=[O:21])[CH2:45]1)[CH3:42]. The yield is 0.730. (6) The reactants are [F:1][C:2]1[CH:7]=[C:6](I)[CH:5]=[CH:4][C:3]=1[N:9]1[CH:14]=[C:13]([O:15][CH3:16])[C:12](=[O:17])[C:11]([C:18]2[N:22]([C:23]3[CH:28]=[CH:27][CH:26]=[CH:25][CH:24]=3)[N:21]=[CH:20][CH:19]=2)=[N:10]1.[C:29]([O:33][C:34]([CH3:37])([CH3:36])[CH3:35])(=[O:32])[NH:30][NH2:31].C([O-])([O-])=O.[Cs+].[Cs+].O. The catalyst is CN(C=O)C.[Cu]I.N1C2C(=CC=C3C=2N=CC=C3)C=CC=1. The product is [F:1][C:2]1[CH:7]=[C:6]([N:30]([C:29]([O:33][C:34]([CH3:37])([CH3:36])[CH3:35])=[O:32])[NH2:31])[CH:5]=[CH:4][C:3]=1[N:9]1[CH:14]=[C:13]([O:15][CH3:16])[C:12](=[O:17])[C:11]([C:18]2[N:22]([C:23]3[CH:28]=[CH:27][CH:26]=[CH:25][CH:24]=3)[N:21]=[CH:20][CH:19]=2)=[N:10]1. The yield is 0.830.